This data is from Forward reaction prediction with 1.9M reactions from USPTO patents (1976-2016). The task is: Predict the product of the given reaction. (1) The product is: [Cl:1][C:2]1[CH:11]=[CH:10][C:9]2[CH2:8][CH2:7][C:6]3[CH:12]=[N:13][CH:15]=[N:19][C:5]=3[C:4]=2[N:3]=1. Given the reactants [Cl:1][C:2]1[CH:11]=[CH:10][C:9]2[CH2:8][CH2:7]/[C:6](=[CH:12]\[N:13]([CH3:15])C)/[C:5](=O)[C:4]=2[N:3]=1.Cl.C(N)=[NH:19].CC[O-].[Na+], predict the reaction product. (2) Given the reactants [C:1]1([C:36]2[CH:41]=[CH:40][CH:39]=[CH:38][CH:37]=2)[CH:6]=[CH:5][C:4]([C@@:7]23[CH2:26][N:20]([C@H:21]([C:23](O)=[O:24])[CH2:22]2)[C:19](=[O:27])[C@@H:18]([NH:28][C:29]([O:31][C:32]([CH3:35])([CH3:34])[CH3:33])=[O:30])[CH2:17][CH2:16][CH2:15][CH2:14][CH2:13][CH2:12][CH:11]=[CH:10][CH2:9][S:8]3)=[CH:3][CH:2]=1.[NH2:42][C@:43]1([C:48]([NH:50][S:51]([CH:54]2[CH2:56][CH2:55]2)(=[O:53])=[O:52])=[O:49])[CH2:45][C@H:44]1[CH:46]=[CH2:47].CC1C=CC(S(O)(=O)=O)=CC=1.CN(C(ON1N=NC2C=CC=NC1=2)=[N+](C)C)C.F[P-](F)(F)(F)(F)F.C(N(CC)C(C)C)(C)C, predict the reaction product. The product is: [C:1]1([C:36]2[CH:41]=[CH:40][CH:39]=[CH:38][CH:37]=2)[CH:6]=[CH:5][C:4]([C@@:7]23[CH2:26][N:20]([C@H:21]([C:23](=[O:24])[NH:42][C@:43]4([C:48](=[O:49])[NH:50][S:51]([CH:54]5[CH2:56][CH2:55]5)(=[O:53])=[O:52])[CH2:45][C@H:44]4[CH:46]=[CH2:47])[CH2:22]2)[C:19](=[O:27])[C@@H:18]([NH:28][C:29](=[O:30])[O:31][C:32]([CH3:33])([CH3:35])[CH3:34])[CH2:17][CH2:16][CH2:15][CH2:14][CH2:13][CH2:12][CH:11]=[CH:10][CH2:9][S:8]3)=[CH:3][CH:2]=1. (3) Given the reactants Br[C:2]1[CH:3]=[C:4]([NH:8][C:9]2[C:18]3[C:13](=[CH:14][CH:15]=[CH:16][CH:17]=3)[N:12]=[C:11]([CH3:19])[CH:10]=2)[CH:5]=[CH:6][CH:7]=1.[C:20]([O-:23])(O)=O.[Na+], predict the reaction product. The product is: [CH3:19][C:11]1[CH:10]=[C:9]([NH:8][C:4]2[CH:3]=[C:2]([C:2]3[CH:3]=[CH:4][CH:5]=[C:6]([CH:20]=[O:23])[CH:7]=3)[CH:7]=[CH:6][CH:5]=2)[C:18]2[C:13](=[CH:14][CH:15]=[CH:16][CH:17]=2)[N:12]=1. (4) Given the reactants [S:1]1[CH:5]=[CH:4][C:3]([C:6](=[O:10])[CH2:7][CH2:8][CH3:9])=[CH:2]1.C(O)(=O)C.[Br:15]Br, predict the reaction product. The product is: [Br:15][CH:7]([CH2:8][CH3:9])[C:6]([C:3]1[CH:4]=[CH:5][S:1][CH:2]=1)=[O:10]. (5) Given the reactants Cl.C(OC([C:12]1[C:20]2[C:15](=[CH:16][CH:17]=[C:18](OC3CCNC3)[CH:19]=2)[NH:14][C:13]=1C)=O)C1C=CC=CC=1.C(=O)C.C([BH3-])#[N:32].[Na+], predict the reaction product. The product is: [NH:14]1[C:15]2[C:20](=[CH:19][CH:18]=[CH:17][CH:16]=2)[CH:12]=[C:13]1[NH2:32]. (6) The product is: [F:23][C:17]1[C:18]([F:22])=[CH:19][CH:20]=[CH:21][C:16]=1[C@H:13]1[CH:12]([CH2:24][OH:25])[NH:11][C:10](=[O:26])[C@H:9]([NH:8][C:28]([N:55]2[CH2:56][CH2:57][CH:52]([N:44]3[C:45]4[C:46](=[N:47][CH:48]=[CH:49][CH:50]=4)[NH:51][C:43]3=[O:42])[CH2:53][CH2:54]2)=[O:29])[CH2:15][CH2:14]1. Given the reactants C(N(CC)CC)C.[NH2:8][C@@H:9]1[CH2:15][CH2:14][C@@H:13]([C:16]2[CH:21]=[CH:20][CH:19]=[C:18]([F:22])[C:17]=2[F:23])[CH:12]([CH2:24][OH:25])[NH:11][C:10]1=[O:26].Cl[C:28](OC1C=CC([N+]([O-])=O)=CC=1)=[O:29].Cl.Cl.[O:42]=[C:43]1[NH:51][C:46]2=[N:47][CH:48]=[CH:49][CH:50]=[C:45]2[N:44]1[CH:52]1[CH2:57][CH2:56][NH:55][CH2:54][CH2:53]1, predict the reaction product. (7) Given the reactants [OH:1][C:2]1[C:11]2[C:6](=[CH:7][CH:8]=[CH:9][CH:10]=2)[N:5]=[CH:4][N:3]=1.C1CN([P+](O[N:29]2[N:37]=[N:36][C:31]3[CH:32]=[CH:33][CH:34]=[N:35][C:30]2=3)(N2CCCC2)N2CCCC2)CC1.F[P-](F)(F)(F)(F)F.C1CCN2C(=NCCC2)CC1, predict the reaction product. The product is: [N:36]1[C:31]2[C:30](=[N:35][CH:34]=[CH:33][CH:32]=2)[N:29]([O:1][C:2]2[C:11]3[C:6](=[CH:7][CH:8]=[CH:9][CH:10]=3)[N:5]=[CH:4][N:3]=2)[N:37]=1. (8) Given the reactants [CH3:1][O:2][C:3]1[CH:4]=[C:5]2[C:10](=[CH:11][C:12]=1[O:13][CH3:14])[N:9]=[CH:8][N:7]=[C:6]2[CH:15]1[CH2:20][CH2:19][NH:18][CH2:17][CH2:16]1.[CH3:21][N:22]([CH3:32])[C:23]1[CH:28]=[CH:27][C:26]([N:29]=[C:30]=[O:31])=[CH:25][CH:24]=1, predict the reaction product. The product is: [CH3:21][N:22]([CH3:32])[C:23]1[CH:28]=[CH:27][C:26]([NH:29][C:30]([N:18]2[CH2:19][CH2:20][CH:15]([C:6]3[C:5]4[C:10](=[CH:11][C:12]([O:13][CH3:14])=[C:3]([O:2][CH3:1])[CH:4]=4)[N:9]=[CH:8][N:7]=3)[CH2:16][CH2:17]2)=[O:31])=[CH:25][CH:24]=1. (9) Given the reactants Br[C:2]1[CH:3]=[C:4]([CH2:9][NH:10][C:11]([C@@H:13]2[CH2:17][C:16]([F:19])([CH3:18])[CH2:15][N:14]2[S:20]([C:23]2[CH:28]=[CH:27][C:26]([F:29])=[CH:25][CH:24]=2)(=[O:22])=[O:21])=[O:12])[CH:5]=[C:6]([F:8])[CH:7]=1.[F:30][C:31]([F:42])([F:41])[C:32]1[N:37]=[CH:36][C:35](B(O)O)=[CH:34][N:33]=1.C(=O)([O-])[O-].[Na+].[Na+].C([O-])(=O)C.[K+], predict the reaction product. The product is: [F:19][C@@:16]1([CH3:18])[CH2:15][N:14]([S:20]([C:23]2[CH:24]=[CH:25][C:26]([F:29])=[CH:27][CH:28]=2)(=[O:21])=[O:22])[C@H:13]([C:11]([NH:10][CH2:9][C:4]2[CH:3]=[C:2]([C:35]3[CH:34]=[N:33][C:32]([C:31]([F:42])([F:41])[F:30])=[N:37][CH:36]=3)[CH:7]=[C:6]([F:8])[CH:5]=2)=[O:12])[CH2:17]1. (10) Given the reactants [CH3:1][N:2]1[CH2:7][CH2:6][N:5]([CH2:8][C:9]2[CH:28]=[CH:27][C:12]([C:13]([NH:15][C:16]3[CH:17]=[CH:18][C:19]([CH3:26])=[C:20]([CH:25]=3)[C:21](OC)=[O:22])=[O:14])=[CH:11][CH:10]=2)[CH2:4][CH2:3]1.[BH4-].[Li+], predict the reaction product. The product is: [OH:22][CH2:21][C:20]1[CH:25]=[C:16]([NH:15][C:13](=[O:14])[C:12]2[CH:11]=[CH:10][C:9]([CH2:8][N:5]3[CH2:4][CH2:3][N:2]([CH3:1])[CH2:7][CH2:6]3)=[CH:28][CH:27]=2)[CH:17]=[CH:18][C:19]=1[CH3:26].